From a dataset of Forward reaction prediction with 1.9M reactions from USPTO patents (1976-2016). Predict the product of the given reaction. (1) Given the reactants [OH:1][C@H:2]([CH3:6])[C:3](N)=O.F[B-](F)(F)F.C([O+](CC)CC)C.[CH3:19][S:20]([CH2:23][CH2:24][C@H:25]1[CH2:30][CH2:29][C@H:28]([NH:31][C:32]2[C:37]([NH2:38])=[CH:36][N:35]=[C:34]3[CH:39]=[CH:40][S:41][C:33]=23)[CH2:27][CH2:26]1)(=[O:22])=[O:21], predict the reaction product. The product is: [CH3:19][S:20]([CH2:23][CH2:24][C@H:25]1[CH2:30][CH2:29][C@H:28]([N:31]2[C:32]3=[C:33]4[S:41][CH:40]=[CH:39][C:34]4=[N:35][CH:36]=[C:37]3[N:38]=[C:3]2[C@H:2]([OH:1])[CH3:6])[CH2:27][CH2:26]1)(=[O:21])=[O:22]. (2) Given the reactants Cl[C:2]1[C:7]([O:8][CH2:9][CH2:10][O:11]C2CCCCO2)=[CH:6][CH:5]=[CH:4][N:3]=1.[CH3:18][N:19]1[CH2:23][CH2:22][CH2:21][CH:20]1[CH2:24][CH2:25][OH:26].CC(C)([O-])C.[K+].C(O)(C)(C)C, predict the reaction product. The product is: [CH3:18][N:19]1[CH2:23][CH2:22][CH2:21][CH:20]1[CH2:24][CH2:25][O:26][C:2]1[C:7]([O:8][CH2:9][CH2:10][OH:11])=[CH:6][CH:5]=[CH:4][N:3]=1. (3) Given the reactants [F:1][C:2]1[CH:7]=[C:6]([F:8])[CH:5]=[CH:4][C:3]=1[C:9](=[O:11])[CH3:10].[BH4-].[Na+], predict the reaction product. The product is: [F:1][C:2]1[CH:7]=[C:6]([F:8])[CH:5]=[CH:4][C:3]=1[CH:9]([OH:11])[CH3:10]. (4) Given the reactants [F:1][C:2]1[CH:3]=[C:4]([O:9][C:10](=[O:20])[N:11]([C@H:13]2[CH2:18][CH2:17][C@H:16]([OH:19])[CH2:15][CH2:14]2)[CH3:12])[CH:5]=[CH:6][C:7]=1[F:8].[OH-].[Na+].[Br:23][CH2:24][CH2:25][CH2:26][CH2:27]Br, predict the reaction product. The product is: [F:1][C:2]1[CH:3]=[C:4]([O:9][C:10](=[O:20])[N:11]([C@H:13]2[CH2:18][CH2:17][C@H:16]([O:19][CH2:27][CH2:26][CH2:25][CH2:24][Br:23])[CH2:15][CH2:14]2)[CH3:12])[CH:5]=[CH:6][C:7]=1[F:8]. (5) Given the reactants Cl.[NH2:2][C@@H:3]([CH3:9])[CH2:4][C:5]([O:7][CH3:8])=[O:6].CCN(C(C)C)C(C)C.[C:19](Cl)(=[O:21])[CH3:20], predict the reaction product. The product is: [C:19]([NH:2][C@@H:3]([CH3:9])[CH2:4][C:5]([O:7][CH3:8])=[O:6])(=[O:21])[CH3:20]. (6) The product is: [CH2:1]([O:3][C:4]([C:6]1[C:10]2[CH2:11][N:12]([C:15](=[O:17])[CH3:16])[CH2:13][CH2:14][C:9]=2[O:8][N:7]=1)=[O:5])[CH3:2]. Given the reactants [CH2:1]([O:3][C:4]([C:6]1[CH:10]2[CH2:11][N:12]([C:15](=[O:17])[CH3:16])[CH2:13][CH2:14][C:9]2(N2CCCC2)[O:8][N:7]=1)=[O:5])[CH3:2].FC(F)(F)C(O)=O.O, predict the reaction product. (7) The product is: [NH2:12][C:9]1[N:8]=[C:7]([C:13]([F:16])([F:14])[F:15])[C:6]([C:4]([OH:5])=[O:3])=[CH:11][N:10]=1. Given the reactants C([O:3][C:4]([C:6]1[C:7]([C:13]([F:16])([F:15])[F:14])=[N:8][C:9]([NH2:12])=[N:10][CH:11]=1)=[O:5])C.[OH-].[K+], predict the reaction product. (8) Given the reactants [N:1]1([CH2:7][CH2:8][C@H:9]([N:17](C)[C:18]2[CH:23]=[CH:22][C:21]([S:24]([NH:27][C:28]3[N:32]4[CH2:33][CH2:34][NH:35][CH2:36][C:31]4=[N:30][N:29]=3)(=[O:26])=[O:25])=[CH:20][C:19]=2[S:37]([C:40]([F:43])([F:42])[F:41])(=[O:39])=[O:38])SC2C=CC=CC=2)CCO[CH2:3][CH2:2]1.[C:45]([O:49][C:50]([N:52]1[CH2:57][CH2:56][C:55](=O)[CH2:54][CH:53]1[CH3:59])=[O:51])([CH3:48])([CH3:47])[CH3:46].[C:60]([OH:63])(=O)[CH3:61].C([BH3-])#N.[Na+], predict the reaction product. The product is: [C:45]([O:49][C:50]([N:52]1[CH2:57][CH2:56][CH:55]([N:35]2[CH2:34][CH2:33][N:32]3[C:28]([NH:27][S:24]([C:21]4[CH:22]=[CH:23][C:18]([NH:17][C@@H:9]([CH2:40][S:37][C:19]5[CH:20]=[CH:21][CH:22]=[CH:23][CH:18]=5)[CH2:8][CH2:7][N:1]5[CH2:61][CH2:60][O:63][CH2:3][CH2:2]5)=[C:19]([S:37]([C:40]([F:42])([F:41])[F:43])(=[O:39])=[O:38])[CH:20]=4)(=[O:25])=[O:26])=[N:29][N:30]=[C:31]3[CH2:36]2)[CH2:54][CH:53]1[CH3:59])=[O:51])([CH3:48])([CH3:47])[CH3:46].